From a dataset of Full USPTO retrosynthesis dataset with 1.9M reactions from patents (1976-2016). Predict the reactants needed to synthesize the given product. (1) Given the product [NH2:1][C:4]1[CH:5]=[CH:6][C:7]([N:12]2[CH:16]=[N:15][CH:14]=[N:13]2)=[C:8]([CH:11]=1)[C:9]#[N:10], predict the reactants needed to synthesize it. The reactants are: [N+:1]([C:4]1[CH:5]=[CH:6][C:7]([N:12]2[CH:16]=[N:15][CH:14]=[N:13]2)=[C:8]([CH:11]=1)[C:9]#[N:10])([O-])=O.[Cl-].[NH4+].[In]. (2) Given the product [Cl:1][C:2]1[CH:7]=[C:6]([C:8]2[N:12]([CH2:13][C:14]([OH:16])=[O:15])[C:11]([CH3:24])=[C:10]([CH2:25][C:26]3[CH:31]=[CH:30][CH:29]=[CH:28][C:27]=3[S:32]([C:35]3[CH:40]=[CH:39][CH:38]=[CH:37][CH:36]=3)(=[O:33])=[O:34])[CH:9]=2)[CH:5]=[CH:4][N:3]=1, predict the reactants needed to synthesize it. The reactants are: [Cl:1][C:2]1[CH:7]=[C:6]([C:8]2[N:12]([CH2:13][C:14]([O:16]CC3C=CC=CC=3)=[O:15])[C:11]([CH3:24])=[C:10]([CH2:25][C:26]3[CH:31]=[CH:30][CH:29]=[CH:28][C:27]=3[S:32]([C:35]3[CH:40]=[CH:39][CH:38]=[CH:37][CH:36]=3)(=[O:34])=[O:33])[CH:9]=2)[CH:5]=[CH:4][N:3]=1.CO.O.[OH-].[Na+]. (3) Given the product [C:1](/[C:3](=[C:26]1/[NH:27][C:28]2[CH:36]=[CH:35][CH:34]=[CH:33][C:29]=2[N:30]/1[CH2:31][CH3:32])/[C:4]1[CH:9]=[CH:8][N:7]=[C:6]([NH:11][C:12]([C@H:14]2[CH2:18][S:17][CH2:16][NH:15]2)=[O:13])[N:5]=1)#[N:2], predict the reactants needed to synthesize it. The reactants are: [C:1](/[C:3](=[C:26]1/[NH:27][C:28]2[CH:36]=[CH:35][CH:34]=[CH:33][C:29]=2[N:30]/1[CH2:31][CH3:32])/[C:4]1[C:9](C)=[CH:8][N:7]=[C:6]([NH:11][C:12]([C@H:14]2[CH2:18][S:17][CH2:16][N:15]2C(OC(C)(C)C)=O)=[O:13])[N:5]=1)#[N:2].C(O)(C(F)(F)F)=O. (4) Given the product [CH2:58]([NH:59][C:16](=[O:18])[CH2:15][C:6]1[C:5]2[C:9](=[CH:10][CH:11]=[C:12]([F:13])[C:4]=2[O:3][CH2:1][CH3:2])[N:8]([CH3:14])[CH:7]=1)[C:52]1[CH:57]=[CH:56][CH:55]=[CH:54][CH:53]=1, predict the reactants needed to synthesize it. The reactants are: [CH2:1]([O:3][C:4]1[C:12]([F:13])=[CH:11][CH:10]=[C:9]2[C:5]=1[C:6]([CH2:15][C:16]([OH:18])=O)=[CH:7][N:8]2[CH3:14])[CH3:2].CN(C(ON1N=NC2C=CC=NC1=2)=[N+](C)C)C.F[P-](F)(F)(F)(F)F.CCN(C(C)C)C(C)C.[C:52]1([CH2:58][NH2:59])[CH:57]=[CH:56][CH:55]=[CH:54][CH:53]=1. (5) Given the product [O:18]=[C:19]1[CH2:24][CH2:23][CH2:22][S:21][C:20]1=[CH:1][C:3]1[CH:8]=[CH:7][C:6]([CH:9]([CH3:17])[C:10]([O:12][C:13]([CH3:16])([CH3:15])[CH3:14])=[O:11])=[CH:5][CH:4]=1, predict the reactants needed to synthesize it. The reactants are: [CH:1]([C:3]1[CH:8]=[CH:7][C:6]([CH:9]([CH3:17])[C:10]([O:12][C:13]([CH3:16])([CH3:15])[CH3:14])=[O:11])=[CH:5][CH:4]=1)=O.[O:18]=[C:19]1[CH2:24][CH2:23][CH2:22][S:21][CH2:20]1.